This data is from Forward reaction prediction with 1.9M reactions from USPTO patents (1976-2016). The task is: Predict the product of the given reaction. (1) Given the reactants Br[C:2]1[CH:3]=[CH:4][C:5]2[NH:6][C:7]3[C:12]([C:13]=2[CH:14]=1)=[CH:11][CH:10]=[CH:9][CH:8]=3.C([O-])([O-])=O.[Na+].[Na+].[C:21]1([CH3:27])[CH:26]=[CH:25][CH:24]=[CH:23][CH:22]=1.[CH2:28](O)[CH3:29].O, predict the reaction product. The product is: [C:21]1([C:27]2[C:28]3[C:29](=[CH:4][CH:3]=[CH:2][CH:14]=3)[C:13]([C:2]3[CH:3]=[CH:4][C:5]4[NH:6][C:7]5[C:12]([C:13]=4[CH:14]=3)=[CH:11][CH:10]=[CH:9][CH:8]=5)=[C:12]3[C:11]=2[CH:10]=[CH:9][CH:8]=[CH:7]3)[CH:26]=[CH:25][CH:24]=[CH:23][CH:22]=1. (2) Given the reactants [C:1]([C:3]1[CH:8]=[CH:7][C:6]([C@@H:9]([N:11]2[CH2:16][CH2:15][C@:14]([CH2:23][C:24]([OH:27])([CH3:26])[CH3:25])([C:17]3[CH:22]=[CH:21][CH:20]=[CH:19][CH:18]=3)[O:13][C:12]2=[O:28])[CH3:10])=[CH:5][CH:4]=1)#[CH:2].Br[C:30]1[CH:35]=[CH:34][N:33]=[C:32]([O:36][CH3:37])[CH:31]=1.C(NCC)C, predict the reaction product. The product is: [OH:27][C:24]([CH3:25])([CH3:26])[CH2:23][C@@:14]1([C:17]2[CH:18]=[CH:19][CH:20]=[CH:21][CH:22]=2)[O:13][C:12](=[O:28])[N:11]([C@H:9]([C:6]2[CH:5]=[CH:4][C:3]([C:1]#[C:2][C:30]3[CH:35]=[CH:34][N:33]=[C:32]([O:36][CH3:37])[CH:31]=3)=[CH:8][CH:7]=2)[CH3:10])[CH2:16][CH2:15]1. (3) Given the reactants Br[C:2]1[CH:7]=[C:6]([CH3:8])[C:5]([C:9]2[N:14]3[N:15]=[C:16]([S:27][CH3:28])[C:17]([N:18]([CH2:23][CH:24]4[CH2:26][CH2:25]4)[CH2:19][CH:20]4[CH2:22][CH2:21]4)=[C:13]3[CH:12]=[CH:11][CH:10]=2)=[C:4]([O:29][CH3:30])[CH:3]=1.C([Sn]([C:44]1[S:45][CH:46]=[CH:47][N:48]=1)(CCCC)CCCC)CCC.C(OCC)(=O)C, predict the reaction product. The product is: [CH:20]1([CH2:19][N:18]([CH2:23][CH:24]2[CH2:26][CH2:25]2)[C:17]2[C:16]([S:27][CH3:28])=[N:15][N:14]3[C:9]([C:5]4[C:6]([CH3:8])=[CH:7][C:2]([C:44]5[S:45][CH:46]=[CH:47][N:48]=5)=[CH:3][C:4]=4[O:29][CH3:30])=[CH:10][CH:11]=[CH:12][C:13]=23)[CH2:22][CH2:21]1. (4) Given the reactants CS(C)=[O:3].C1C=CC(P([C:18]2[C:27]([C:28]3[C:37](P(C4C=CC=CC=4)C4C=CC=CC=4)=CC=C4C=3C=CC=C4)=[C:26]3C(C=CC=C3)=C[CH:19]=2)C2C=CC=CC=2)=CC=1.N1C2C(=[C:56]([O:61]S(C(F)(F)F)(=O)=O)C=CC=2)C=CC=1.CC[N:71]([CH2:74][CH3:75])[CH2:72][CH3:73], predict the reaction product. The product is: [CH3:56][O:61][C:26]([C:27]1[C:18]2[CH:19]=[CH:75][CH:74]=[N:71][C:72]=2[CH:73]=[CH:37][CH:28]=1)=[O:3]. (5) Given the reactants [F:1][C:2]1[CH:10]=[C:9]2[C:5]([CH2:6][CH2:7][N:8]2[CH:11]2[CH2:16][CH2:15][N:14]([C:17]([NH:19][C:20]3[S:21][C:22]([CH2:25][C:26](OC)=[O:27])=[CH:23][N:24]=3)=[O:18])[CH2:13][CH2:12]2)=[CH:4][CH:3]=1.CC(C[AlH]CC(C)C)C.C(O)(=O)C(C(C(O)=O)O)O.[Na], predict the reaction product. The product is: [F:1][C:2]1[CH:10]=[C:9]2[C:5]([CH2:6][CH2:7][N:8]2[CH:11]2[CH2:16][CH2:15][N:14]([C:17]([NH:19][C:20]3[S:21][C:22]([CH2:25][CH2:26][OH:27])=[CH:23][N:24]=3)=[O:18])[CH2:13][CH2:12]2)=[CH:4][CH:3]=1. (6) Given the reactants [F:1][C:2]1[CH:3]=[C:4]([CH:7]=[C:8]([F:10])[CH:9]=1)[CH:5]=[O:6].[CH:11](Br)(Br)Br.[OH-:15].[K+].[CH3:17][OH:18], predict the reaction product. The product is: [F:1][C:2]1[CH:3]=[C:4]([CH:5]([O:6][CH3:11])[C:17]([OH:18])=[O:15])[CH:7]=[C:8]([F:10])[CH:9]=1. (7) Given the reactants [OH:1][CH2:2][C:3]1[C:12]2[C:7](=[CH:8][CH:9]=[CH:10][CH:11]=2)[C:6]([C:13]([O:15]C)=[O:14])=[CH:5][CH:4]=1.[OH-].[Na+].Cl, predict the reaction product. The product is: [OH:1][CH2:2][C:3]1[C:12]2[C:7](=[CH:8][CH:9]=[CH:10][CH:11]=2)[C:6]([C:13]([OH:15])=[O:14])=[CH:5][CH:4]=1.